The task is: Predict the reactants needed to synthesize the given product.. This data is from Full USPTO retrosynthesis dataset with 1.9M reactions from patents (1976-2016). (1) The reactants are: Br[C:2]1[CH:3]=[C:4]([C:8]2([NH:13][C:14]([NH:16][C:17]3[CH:22]=[CH:21][C:20]([C:23]4[CH:28]=[CH:27][N:26]=[C:25]([CH3:29])[CH:24]=4)=[CH:19][CH:18]=3)=[O:15])[CH2:12][CH2:11][CH2:10][CH2:9]2)[CH:5]=[N:6][CH:7]=1. Given the product [CH3:29][C:25]1[CH:24]=[C:23]([C:20]2[CH:19]=[CH:18][C:17]([NH:16][C:14]([NH:13][C:8]3([C:4]4[CH:5]=[N:6][CH:7]=[CH:2][CH:3]=4)[CH2:9][CH2:10][CH2:11][CH2:12]3)=[O:15])=[CH:22][CH:21]=2)[CH:28]=[CH:27][N:26]=1, predict the reactants needed to synthesize it. (2) Given the product [N:12]1[CH:17]=[CH:16][C:15]([C:2]2[CH:11]=[C:10]3[C:5]([CH:6]=[CH:7][N:8]=[CH:9]3)=[CH:4][CH:3]=2)=[CH:14][CH:13]=1, predict the reactants needed to synthesize it. The reactants are: Br[C:2]1[CH:11]=[C:10]2[C:5]([CH:6]=[CH:7][N:8]=[CH:9]2)=[CH:4][CH:3]=1.[N:12]1[CH:17]=[CH:16][C:15](B(O)O)=[CH:14][CH:13]=1.C([O-])([O-])=O.[Na+].[Na+]. (3) Given the product [Br:1][C:2]1[CH:3]=[CH:4][C:5]([C:8]2[C:12]3[CH:13]=[CH:14][C:15]([C:17]#[C:18][CH2:19][O:20][S:22]([CH3:21])(=[O:24])=[O:23])=[CH:16][C:11]=3[S:10][N:9]=2)=[CH:6][CH:7]=1, predict the reactants needed to synthesize it. The reactants are: [Br:1][C:2]1[CH:7]=[CH:6][C:5]([C:8]2[C:12]3[CH:13]=[CH:14][C:15]([C:17]#[C:18][CH2:19][OH:20])=[CH:16][C:11]=3[S:10][N:9]=2)=[CH:4][CH:3]=1.[CH3:21][S:22](Cl)(=[O:24])=[O:23]. (4) Given the product [CH2:22]([CH:21]1[CH2:20][N:7]2[C:8](=[N:9][C:10]3[C:2]([CH3:1])=[CH:3][CH:4]=[CH:5][C:6]=32)[C:11]2[CH:16]=[CH:15][CH:14]=[CH:13][C:12]=2[O:26]1)[CH2:23][CH2:24][CH3:25], predict the reactants needed to synthesize it. The reactants are: [CH3:1][C:2]1[C:10]2[N:9]=[C:8]([C:11]3[CH:16]=[CH:15][CH:14]=[CH:13][C:12]=3[N+]([O-])=O)[N:7]([CH2:20][CH:21]([OH:26])[CH2:22][CH2:23][CH2:24][CH3:25])[C:6]=2[CH:5]=[CH:4][CH:3]=1.[H-].[Na+]. (5) Given the product [CH3:22][O:23][C:24](=[O:33])[C:25]1[CH:30]=[CH:29][C:28]([CH3:31])=[C:27]([NH:32][C:19]([C:13]2[C:14](=[O:18])[NH:15][C:16]3[C:11]([CH:12]=2)=[CH:10][N:9]=[C:8]([N:5]2[CH2:6][CH2:7][N:2]([CH3:1])[CH2:3][CH2:4]2)[CH:17]=3)=[O:20])[CH:26]=1, predict the reactants needed to synthesize it. The reactants are: [CH3:1][N:2]1[CH2:7][CH2:6][N:5]([C:8]2[CH:17]=[C:16]3[C:11]([CH:12]=[C:13]([C:19](O)=[O:20])[C:14](=[O:18])[NH:15]3)=[CH:10][N:9]=2)[CH2:4][CH2:3]1.[CH3:22][O:23][C:24](=[O:33])[C:25]1[CH:30]=[CH:29][C:28]([CH3:31])=[C:27]([NH2:32])[CH:26]=1. (6) Given the product [C:1]([N:5]([CH3:46])[S:6]([C:9]1[CH:14]=[CH:13][C:12]([C:15]2[CH:24]=[CH:23][C:22]3[C:17](=[CH:18][CH:19]=[C:20]([O:25][CH3:26])[CH:21]=3)[C:16]=2[O:27][C:28]2[CH:33]=[CH:32][C:31]([O:34][CH2:35][CH2:36][N:37]3[CH2:38][CH2:39][CH2:40][CH2:41][CH2:42]3)=[CH:30][CH:29]=2)=[CH:11][CH:10]=1)(=[O:8])=[O:7])([CH3:4])([CH3:2])[CH3:3], predict the reactants needed to synthesize it. The reactants are: [C:1]([NH:5][S:6]([C:9]1[CH:14]=[CH:13][C:12]([C:15]2[CH:24]=[CH:23][C:22]3[C:17](=[CH:18][CH:19]=[C:20]([O:25][CH3:26])[CH:21]=3)[C:16]=2[O:27][C:28]2[CH:33]=[CH:32][C:31]([O:34][CH2:35][CH2:36][N:37]3[CH2:42][CH2:41][CH2:40][CH2:39][CH2:38]3)=[CH:30][CH:29]=2)=[CH:11][CH:10]=1)(=[O:8])=[O:7])([CH3:4])([CH3:3])[CH3:2].[H-].[Na+].I[CH3:46]. (7) Given the product [Cl:16][C:13]1[CH:12]=[CH:11][C:10]([CH:9]([N:7]([CH3:8])[C:6]([CH:5]=[C:4]([OH:25])[C:3]([OH:26])=[O:2])=[O:24])[C:17]2[CH:18]=[CH:19][C:20]([Cl:23])=[CH:21][CH:22]=2)=[CH:15][CH:14]=1, predict the reactants needed to synthesize it. The reactants are: C[O:2][C:3](=[O:26])[C:4]([OH:25])=[CH:5][C:6](=[O:24])[N:7]([CH:9]([C:17]1[CH:22]=[CH:21][C:20]([Cl:23])=[CH:19][CH:18]=1)[C:10]1[CH:15]=[CH:14][C:13]([Cl:16])=[CH:12][CH:11]=1)[CH3:8].N#N. (8) The reactants are: [CH3:1][O:2][C:3](=[O:18])[C:4]1[C:5](=[C:10]([CH3:17])[C:11]([CH:15]=[CH2:16])=[CH:12][C:13]=1[OH:14])[C:6]([O:8][CH3:9])=[O:7]. Given the product [CH3:1][O:2][C:3](=[O:18])[C:4]1[C:5](=[C:10]([CH3:17])[C:11]([CH2:15][CH3:16])=[CH:12][C:13]=1[OH:14])[C:6]([O:8][CH3:9])=[O:7], predict the reactants needed to synthesize it. (9) Given the product [CH2:16]([O:15][C:6]1[C:5]2[C:23](=[O:24])[N:34]([CH2:33][C:32]3[CH:36]=[CH:37][C:29]([F:28])=[CH:30][CH:31]=3)[N:35]=[C:1]([CH3:2])[C:4]=2[N:8]2[CH2:9][CH2:10][N:11]([CH3:14])[C:12](=[O:13])[C:7]=12)[C:17]1[CH:22]=[CH:21][CH:20]=[CH:19][CH:18]=1, predict the reactants needed to synthesize it. The reactants are: [C:1]([C:4]1[N:8]2[CH2:9][CH2:10][N:11]([CH3:14])[C:12](=[O:13])[C:7]2=[C:6]([O:15][CH2:16][C:17]2[CH:22]=[CH:21][CH:20]=[CH:19][CH:18]=2)[C:5]=1[C:23](OCC)=[O:24])(=O)[CH3:2].[F:28][C:29]1[CH:37]=[CH:36][C:32]([CH2:33][NH:34][NH2:35])=[CH:31][CH:30]=1. (10) Given the product [C:15]1([CH:14]([C:21]2[CH:26]=[CH:25][CH:24]=[CH:23][CH:22]=2)[CH2:13][NH:12][C:10]2[C:9]3[C:4](=[CH:5][CH:6]=[CH:7][CH:8]=3)[N:3]=[C:2]([C:33]3[CH:32]=[C:31]4[C:36](=[CH:35][CH:34]=3)[N:28]([CH3:27])[CH:29]=[CH:30]4)[N:11]=2)[CH:20]=[CH:19][CH:18]=[CH:17][CH:16]=1, predict the reactants needed to synthesize it. The reactants are: Cl[C:2]1[N:11]=[C:10]([NH:12][CH2:13][CH:14]([C:21]2[CH:26]=[CH:25][CH:24]=[CH:23][CH:22]=2)[C:15]2[CH:20]=[CH:19][CH:18]=[CH:17][CH:16]=2)[C:9]2[C:4](=[CH:5][CH:6]=[CH:7][CH:8]=2)[N:3]=1.[CH3:27][N:28]1[C:36]2[C:31](=[CH:32][C:33](B(O)O)=[CH:34][CH:35]=2)[CH:30]=[CH:29]1.C(NC1C2C(=CC=CC=2)N=C(C2SC3C=CC=CC=3C=2)N=1)(C1C=CC=CC=1)C1C=CC=CC=1.